The task is: Binary Classification. Given a drug SMILES string, predict its activity (active/inactive) in a high-throughput screening assay against a specified biological target.. This data is from KCNQ2 potassium channel screen with 302,405 compounds. (1) The drug is N1(C2(C(CC3C1(CCCC3)C#N)CCCC2)C#N)Cc1cccnc1. The result is 0 (inactive). (2) The molecule is s1c(N2CCN(CC2)C(c2n(nnn2)CCc2ccccc2)c2ccc(O)cc2)nc2c1cccc2. The result is 0 (inactive). (3) The result is 0 (inactive). The molecule is Clc1c(cc(S(=O)(=O)N2CCCC2)cc1)C(Oc1ccc(OC)cc1)=O. (4) The drug is O1CCN(Cc2nn(c(N)c2c2ccccc2)c2c(cc(cc2)C)C)CC1. The result is 0 (inactive).